Dataset: Catalyst prediction with 721,799 reactions and 888 catalyst types from USPTO. Task: Predict which catalyst facilitates the given reaction. (1) Reactant: [OH:1][C@@H:2]1[C@H:6]([OH:7])[C@@H:5]([CH2:8][OH:9])[O:4][C@H:3]1[N:10]1[CH:18]=[N:17][C:16]2[C:11]1=[N:12][C:13]([C:34]([O:36]C)=O)=[N:14][C:15]=2[NH:19][CH2:20][CH:21]([C:28]1[CH:33]=[CH:32][CH:31]=[CH:30][CH:29]=1)[C:22]1[CH:27]=[CH:26][CH:25]=[CH:24][CH:23]=1.[NH2:38][CH2:39][CH2:40][CH2:41][N:42]1[CH2:46][CH2:45][CH2:44][CH2:43]1. Product: [OH:1][C@@H:2]1[C@H:6]([OH:7])[C@@H:5]([CH2:8][OH:9])[O:4][C@H:3]1[N:10]1[CH:18]=[N:17][C:16]2[C:11]1=[N:12][C:13]([C:34]([NH:38][CH2:39][CH2:40][CH2:41][N:42]1[CH2:46][CH2:45][CH2:44][CH2:43]1)=[O:36])=[N:14][C:15]=2[NH:19][CH2:20][CH:21]([C:28]1[CH:33]=[CH:32][CH:31]=[CH:30][CH:29]=1)[C:22]1[CH:23]=[CH:24][CH:25]=[CH:26][CH:27]=1. The catalyst class is: 27. (2) Reactant: [CH3:1][O:2][C:3]([N:5]([CH3:13])[C@@H:6]([CH:10]([CH3:12])[CH3:11])[C:7](O)=[O:8])=[O:4].Cl.[CH3:15][N:16]([C@@H:21]([CH:62]([CH3:64])[CH3:63])[C:22]([N:24]1[CH2:28][C@@H:27]([CH3:29])[CH2:26][C@H:25]1[C:30]1[NH:34][C:33]2[CH:35]=[C:36]([C:39]3[CH:44]=[CH:43][C:42]([C:45]4[CH:50]=[CH:49][C:48]([C:51]5[NH:55][C:54]([C@@H:56]6[CH2:60][C@H:59]([CH3:61])[CH2:58][NH:57]6)=[N:53][CH:52]=5)=[CH:47][CH:46]=4)=[CH:41][CH:40]=3)[CH:37]=[CH:38][C:32]=2[N:31]=1)=[O:23])[C:17](=[O:20])[O:18][CH3:19].CN(C(ON1N=NC2C=CC=NC1=2)=[N+](C)C)C.F[P-](F)(F)(F)(F)F.CCN(C(C)C)C(C)C. Product: [CH3:19][O:18][C:17]([N:16]([CH3:15])[C@@H:21]([CH:62]([CH3:64])[CH3:63])[C:22]([N:24]1[CH2:28][C@@H:27]([CH3:29])[CH2:26][C@H:25]1[C:30]1[NH:31][C:32]2[CH:38]=[CH:37][C:36]([C:39]3[CH:40]=[CH:41][C:42]([C:45]4[CH:50]=[CH:49][C:48]([C:51]5[N:55]=[C:54]([C@@H:56]6[CH2:60][C@H:59]([CH3:61])[CH2:58][N:57]6[C:7]([C@@H:6]([N:5]([CH3:13])[C:3](=[O:4])[O:2][CH3:1])[CH:10]([CH3:12])[CH3:11])=[O:8])[NH:53][CH:52]=5)=[CH:47][CH:46]=4)=[CH:43][CH:44]=3)=[CH:35][C:33]=2[N:34]=1)=[O:23])=[O:20]. The catalyst class is: 634.